Dataset: Reaction yield outcomes from USPTO patents with 853,638 reactions. Task: Predict the reaction yield, written as a fraction of the theoretical maximum amount of product (1.0 means a 100% yield; for example, 0.34 means a 34% yield). (1) The reactants are [Cl:1][C:2]1[N:7]=[CH:6][C:5]([C:8]2[C:9]([CH2:19]C(C)C)=[C:10]([S:15]([O-])(=O)=O)C=CC=2C)=[CH:4][CH:3]=1.[CH2:23]1COCC1. The catalyst is CCOCC. The product is [Cl:1][C:2]1[CH:3]=[CH:4][C:5]([CH2:8][CH:9]([CH3:19])[CH2:10][S:15][CH3:23])=[CH:6][N:7]=1. The yield is 0.930. (2) The reactants are [CH3:1][C:2]([C:4]1[CH:9]=[CH:8][C:7]([OH:10])=[C:6]([O:11][CH3:12])[CH:5]=1)=[O:3].[CH2:13](Br)[C:14]1[CH:19]=[CH:18][CH:17]=[CH:16][CH:15]=1.C(=O)([O-])[O-].[K+].[K+]. The catalyst is CN(C=O)C.O. The product is [CH3:1][C:2]([C:4]1[CH:9]=[CH:8][C:7]([O:10][CH2:13][C:14]2[CH:19]=[CH:18][CH:17]=[CH:16][CH:15]=2)=[C:6]([O:11][CH3:12])[CH:5]=1)=[O:3]. The yield is 0.990. (3) The reactants are Br[C:2]1[S:3][C:4]([CH3:7])=[CH:5][N:6]=1.C([Li])CCC.Cl[C:14]1[CH:19]=[C:18]([F:20])[CH:17]=[CH:16][N:15]=1.CCOC(C)=O. The catalyst is C1COCC1.CCOCC.[Cl-].[Zn+2].[Cl-].C1C=CC(P(C2C=CC=CC=2)[C-]2C=CC=C2)=CC=1.C1C=CC(P(C2C=CC=CC=2)[C-]2C=CC=C2)=CC=1.Cl[Pd]Cl.[Fe+2]. The product is [F:20][C:18]1[CH:17]=[CH:16][N:15]=[C:14]([C:2]2[S:3][C:4]([CH3:7])=[CH:5][N:6]=2)[CH:19]=1. The yield is 0.240. (4) The reactants are C(NC(C)C)(C)C.[CH:8]1([C:11]([O:13][C:14]([CH3:17])([CH3:16])[CH3:15])=[O:12])[CH2:10][CH2:9]1.[CH3:18][C@H:19]1[C:23](=O)[O:22]C(=O)[N:20]1[C:26]([O:28][CH2:29][C:30]1[CH:35]=[CH:34][CH:33]=[CH:32][CH:31]=1)=[O:27].C(O)(=O)C. The catalyst is C1COCC1.O. The product is [CH2:29]([O:28][C:26]([NH:20][C@@H:19]([CH3:18])[C:23]([C:8]1([C:11]([O:13][C:14]([CH3:17])([CH3:16])[CH3:15])=[O:12])[CH2:10][CH2:9]1)=[O:22])=[O:27])[C:30]1[CH:35]=[CH:34][CH:33]=[CH:32][CH:31]=1. The yield is 0.290.